This data is from Reaction yield outcomes from USPTO patents with 853,638 reactions. The task is: Predict the reaction yield, written as a fraction of the theoretical maximum amount of product (1.0 means a 100% yield; for example, 0.34 means a 34% yield). (1) The reactants are [OH:1][C:2]1[CH:11]=[C:10]2[C:5]([CH2:6][CH2:7][C:8](=[O:12])[CH2:9]2)=[CH:4][CH:3]=1.N1C(C)=CC=CC=1C.[F:21][C:22]([F:35])([F:34])[S:23](O[S:23]([C:22]([F:35])([F:34])[F:21])(=[O:25])=[O:24])(=[O:25])=[O:24]. The catalyst is C(Cl)Cl. The product is [F:21][C:22]([F:35])([F:34])[S:23]([O:1][C:2]1[CH:3]=[CH:4][C:5]2[CH2:6][CH2:7][C:8](=[O:12])[CH2:9][C:10]=2[CH:11]=1)(=[O:25])=[O:24]. The yield is 0.860. (2) The reactants are [NH2:1][C:2]1[CH:20]=[CH:19][C:5]2[N:6]=[C:7]([NH:10][C:11]3[C:16]([Cl:17])=[CH:15][CH:14]=[CH:13][C:12]=3[Cl:18])[N:8]([CH3:9])[C:4]=2[C:3]=1[C:21]([NH2:23])=[O:22].[CH2:24]([N:27]=[C:28]=[S:29])[CH:25]=[CH2:26]. The catalyst is CN(C=O)C.[Cl-].[Na+].O. The product is [Cl:18][C:12]1[CH:13]=[CH:14][CH:15]=[C:16]([Cl:17])[C:11]=1[NH:10][C:7]1[N:8]([CH3:9])[C:4]2[C:3]([C:21]([NH2:23])=[O:22])=[C:2]([NH:1][C:28]([NH:27][CH2:24][CH:25]=[CH2:26])=[S:29])[CH:20]=[CH:19][C:5]=2[N:6]=1. The yield is 0.510. (3) The yield is 0.780. The catalyst is O.C(O)C. The reactants are [Cl:1][C:2]1[CH:3]=[CH:4][C:5]([N+:9]([O-:11])=[O:10])=[C:6]([CH:8]=1)[NH2:7].Cl.[N:13]([O-])=O.[Na+].[Cl:17][CH:18](C(C)=O)[C:19]([O:21][CH2:22][CH3:23])=[O:20].C([O-])(=O)C.[Na+]. The product is [Cl:17]/[C:18](=[N:13]\[NH:7][C:6]1[CH:8]=[C:2]([Cl:1])[CH:3]=[CH:4][C:5]=1[N+:9]([O-:11])=[O:10])/[C:19]([O:21][CH2:22][CH3:23])=[O:20]. (4) The reactants are C(NC(C)C)(C)C.[Li]CCCC.[I:13][C:14]1[CH:19]=[CH:18][CH:17]=[CH:16][C:15]=1[C:20](=[O:22])[CH3:21].[CH2:23]1[CH2:28][CH2:27][CH:26]([CH:29]=[O:30])[CH2:25][CH2:24]1. The catalyst is C1COCC1. The product is [CH:26]1([CH:29]([OH:30])[CH2:21][C:20]([C:15]2[CH:16]=[CH:17][CH:18]=[CH:19][C:14]=2[I:13])=[O:22])[CH2:27][CH2:28][CH2:23][CH2:24][CH2:25]1. The yield is 0.780. (5) The reactants are CS(O[CH2:6][C:7]1[CH:8]=[C:9]2[C:14](=[CH:15][CH:16]=1)[N:13]=[CH:12][CH:11]=[CH:10]2)(=O)=O.[NH:17]1[CH:21]=[CH:20][N:19]=[CH:18]1.[Na]. The product is [N:17]1([CH2:6][C:7]2[CH:8]=[C:9]3[C:14](=[CH:15][CH:16]=2)[N:13]=[CH:12][CH:11]=[CH:10]3)[CH:21]=[CH:20][N:19]=[CH:18]1. The catalyst is CN(C=O)C. The yield is 0.270. (6) The reactants are [Si:1]([O:8][CH2:9][C:10]1[CH:15]=[C:14]([CH3:16])[NH:13][C:12](=[O:17])[C:11]=1[C:18]#[N:19])([C:4]([CH3:7])([CH3:6])[CH3:5])([CH3:3])[CH3:2].[H][H]. The catalyst is CO.N.[Ni]. The product is [NH2:19][CH2:18][C:11]1[C:12](=[O:17])[NH:13][C:14]([CH3:16])=[CH:15][C:10]=1[CH2:9][O:8][Si:1]([C:4]([CH3:6])([CH3:5])[CH3:7])([CH3:2])[CH3:3]. The yield is 0.630. (7) The reactants are [NH2:1][C:2]1[C:3]([NH:12][C:13](=O)[C:14]2[CH:19]=[CH:18][CH:17]=[CH:16][CH:15]=2)=[C:4]([CH:9]=[CH:10][CH:11]=1)[C:5]([O:7][CH3:8])=[O:6].C([O-])(O)=O.[Na+]. The catalyst is C(O)(=O)C. The product is [C:14]1([C:13]2[NH:12][C:3]3[C:4]([C:5]([O:7][CH3:8])=[O:6])=[CH:9][CH:10]=[CH:11][C:2]=3[N:1]=2)[CH:19]=[CH:18][CH:17]=[CH:16][CH:15]=1. The yield is 0.710. (8) The product is [NH2:8][CH:9]1[CH2:13][CH:12]([C:14]([O:16][CH2:17][CH3:18])=[O:15])[CH:11]([CH2:19][CH3:20])[CH2:10]1. The reactants are C([N:8](CC1C=CC=CC=1)[CH:9]1[CH2:13][CH:12]([C:14]([O:16][CH2:17][CH3:18])=[O:15])[CH:11]([CH2:19][CH3:20])[CH2:10]1)C1C=CC=CC=1.[H][H]. The yield is 0.990. The catalyst is CCO.[OH-].[OH-].[Pd+2].